Dataset: NCI-60 drug combinations with 297,098 pairs across 59 cell lines. Task: Regression. Given two drug SMILES strings and cell line genomic features, predict the synergy score measuring deviation from expected non-interaction effect. (1) Drug 1: CCC(=C(C1=CC=CC=C1)C2=CC=C(C=C2)OCCN(C)C)C3=CC=CC=C3.C(C(=O)O)C(CC(=O)O)(C(=O)O)O. Drug 2: CC1C(C(CC(O1)OC2CC(OC(C2O)C)OC3=CC4=CC5=C(C(=O)C(C(C5)C(C(=O)C(C(C)O)O)OC)OC6CC(C(C(O6)C)O)OC7CC(C(C(O7)C)O)OC8CC(C(C(O8)C)O)(C)O)C(=C4C(=C3C)O)O)O)O. Cell line: HCT116. Synergy scores: CSS=50.6, Synergy_ZIP=11.8, Synergy_Bliss=12.3, Synergy_Loewe=-6.78, Synergy_HSA=12.2. (2) Drug 1: CN1CCC(CC1)COC2=C(C=C3C(=C2)N=CN=C3NC4=C(C=C(C=C4)Br)F)OC. Drug 2: COC1=C2C(=CC3=C1OC=C3)C=CC(=O)O2. Cell line: HCT116. Synergy scores: CSS=1.60, Synergy_ZIP=-0.0102, Synergy_Bliss=-1.13, Synergy_Loewe=-3.54, Synergy_HSA=-2.48.